From a dataset of Full USPTO retrosynthesis dataset with 1.9M reactions from patents (1976-2016). Predict the reactants needed to synthesize the given product. (1) Given the product [CH3:28][S:27][C:24]1[CH:23]=[CH:22][C:21]([C:20]2[O:19][N:18]=[CH:17][C:16]=2[CH2:3][CH2:2][C:1]([OH:9])=[O:8])=[CH:26][CH:25]=1, predict the reactants needed to synthesize it. The reactants are: [C:1]([O:9]CC)(=[O:8])[CH2:2][C:3](OCC)=O.[H-].[Na+].ClC[C:16]1[CH:17]=[N:18][O:19][C:20]=1[C:21]1[CH:26]=[CH:25][C:24]([S:27][CH3:28])=[CH:23][CH:22]=1.Cl. (2) Given the product [CH2:1]([C:7]1[CH:11]=[C:10]([Sn:21]([CH2:22][CH2:23][CH2:24][CH3:25])([CH2:17][CH2:18][CH2:19][CH3:20])[CH2:13][CH2:14][CH2:15][CH3:16])[S:9][C:8]=1[Sn:21]([CH2:26][CH2:27][CH2:28][CH3:29])([CH2:22][CH2:23][CH2:24][CH3:25])[CH2:17][CH2:18][CH2:19][CH3:20])[CH2:2][CH2:3][CH2:4][CH2:5][CH3:6], predict the reactants needed to synthesize it. The reactants are: [CH2:1]([C:7]1[CH:11]=[CH:10][S:9][CH:8]=1)[CH2:2][CH2:3][CH2:4][CH2:5][CH3:6].[Li][CH2:13][CH2:14][CH2:15][CH3:16].[CH2:17]([Sn:21](Cl)([CH2:26][CH2:27][CH2:28][CH3:29])[CH2:22][CH2:23][CH2:24][CH3:25])[CH2:18][CH2:19][CH3:20]. (3) Given the product [O:14]1[CH2:15][CH2:16][N:11]([CH2:10][C:9]([NH:8][C:5]2[N:6]=[CH:7][C:2](/[CH:20]=[CH:19]/[C:18]([O:22][C:23]([CH3:26])([CH3:25])[CH3:24])=[O:21])=[CH:3][CH:4]=2)=[O:17])[CH2:12][CH2:13]1, predict the reactants needed to synthesize it. The reactants are: Br[C:2]1[CH:3]=[CH:4][C:5]([NH:8][C:9](=[O:17])[CH2:10][N:11]2[CH2:16][CH2:15][O:14][CH2:13][CH2:12]2)=[N:6][CH:7]=1.[C:18]([O:22][C:23]([CH3:26])([CH3:25])[CH3:24])(=[O:21])[CH:19]=[CH2:20].CCN(C(C)C)C(C)C.